Dataset: Reaction yield outcomes from USPTO patents with 853,638 reactions. Task: Predict the reaction yield, written as a fraction of the theoretical maximum amount of product (1.0 means a 100% yield; for example, 0.34 means a 34% yield). (1) The reactants are [CH2:1]([CH2:3]N)[OH:2].C1(C)C(C)=CC=CC=1.[Cl:13][C:14]1[CH:33]=[CH:32][C:17]([CH2:18][O:19][C:20]2[CH:25]=[CH:24][CH:23]=[CH:22][C:21]=2[C:26](=[N:29][O:30][CH3:31])[C:27]#[N:28])=[CH:16][CH:15]=1. The catalyst is O.O.C([O-])(=O)C.[Zn+2].C([O-])(=O)C.O. The product is [CH3:31][O:30][N:29]=[C:26]([C:27]1[O:2][CH2:1][CH2:3][N:28]=1)[C:21]1[CH:22]=[CH:23][CH:24]=[CH:25][C:20]=1[O:19][CH2:18][C:17]1[CH:16]=[CH:15][C:14]([Cl:13])=[CH:33][CH:32]=1. The yield is 0.0980. (2) The reactants are [Br:1][C:2]1[CH:3]=[C:4]([N:9]2[C:13](=[O:14])[O:12][N:11]=[C:10]2[C:15]2[C:19]([NH:20][CH2:21][CH2:22][O:23]C)=[N:18][O:17][N:16]=2)[CH:5]=[CH:6][C:7]=1[F:8].B(Br)(Br)Br. The product is [Br:1][C:2]1[CH:3]=[C:4]([N:9]2[C:13](=[O:14])[O:12][N:11]=[C:10]2[C:15]2[C:19]([NH:20][CH2:21][CH2:22][OH:23])=[N:18][O:17][N:16]=2)[CH:5]=[CH:6][C:7]=1[F:8]. The catalyst is ClCCl. The yield is 0.990. (3) The reactants are Br[C:2]1[CH:11]=[CH:10][C:5]([C:6]([O:8][CH3:9])=[O:7])=[C:4]([CH3:12])[CH:3]=1.[CH3:13][N:14](C=O)C. The catalyst is [C-]#N.[Zn+2].[C-]#N.C1C=CC([P]([Pd]([P](C2C=CC=CC=2)(C2C=CC=CC=2)C2C=CC=CC=2)([P](C2C=CC=CC=2)(C2C=CC=CC=2)C2C=CC=CC=2)[P](C2C=CC=CC=2)(C2C=CC=CC=2)C2C=CC=CC=2)(C2C=CC=CC=2)C2C=CC=CC=2)=CC=1. The product is [C:13]([C:2]1[CH:11]=[CH:10][C:5]([C:6]([O:8][CH3:9])=[O:7])=[C:4]([CH3:12])[CH:3]=1)#[N:14]. The yield is 0.890. (4) The reactants are [Cl:1][C:2]1[N:7]=[C:6](Cl)[CH:5]=[CH:4][N:3]=1.[N+:9]([C:12]1[CH:13]=[C:14](B(O)O)[CH:15]=[CH:16][CH:17]=1)([O-:11])=[O:10]. No catalyst specified. The product is [Cl:1][C:2]1[N:7]=[C:6]([C:16]2[CH:15]=[CH:14][CH:13]=[C:12]([N+:9]([O-:11])=[O:10])[CH:17]=2)[CH:5]=[CH:4][N:3]=1. The yield is 0.600. (5) The reactants are [CH3:1][C:2]1([C:17]2[CH:18]=[C:19]([NH2:23])[CH:20]=[CH:21][CH:22]=2)[CH:7]2[CH:3]1[CH2:4][N:5]([CH2:8][CH2:9][CH2:10][C:11]1[CH:16]=[CH:15][CH:14]=[CH:13][CH:12]=1)[CH2:6]2.[CH2:24]([S:27](Cl)(=[O:29])=[O:28])[CH2:25][CH3:26].[OH2:31].ClCCl. The catalyst is N1C=CC=CC=1. The product is [C:21]([OH:28])(=[O:31])[CH3:22].[CH3:1][C:2]1([C:17]2[CH:18]=[C:19]([NH:23][S:27]([CH2:24][CH2:25][CH3:26])(=[O:29])=[O:28])[CH:20]=[CH:21][CH:22]=2)[CH:3]2[CH:7]1[CH2:6][N:5]([CH2:8][CH2:9][CH2:10][C:11]1[CH:16]=[CH:15][CH:14]=[CH:13][CH:12]=1)[CH2:4]2. The yield is 0.0400. (6) The reactants are [H-].[Al+3].[Li+].[H-].[H-].[H-].[CH2:7]([O:18][C:19]1[CH:20]=[C:21]([CH:26]=[CH:27][CH:28]=1)[C:22](OC)=[O:23])[CH2:8][CH2:9]/[CH:10]=[CH:11]\[CH2:12][CH2:13][CH2:14][CH2:15][CH2:16][CH3:17]. The catalyst is CCOCC.O. The product is [CH2:7]([O:18][C:19]1[CH:20]=[C:21]([CH:26]=[CH:27][CH:28]=1)[CH2:22][OH:23])[CH2:8][CH2:9]/[CH:10]=[CH:11]\[CH2:12][CH2:13][CH2:14][CH2:15][CH2:16][CH3:17]. The yield is 0.990. (7) The reactants are [Cl:1][C:2]1[CH:3]=[C:4]([CH:7]=[C:8]([F:10])[CH:9]=1)[NH:5][CH3:6].Br.Br[CH:13]([C:15]1[CH:16]=[C:17]([C:32]([N:34]([CH3:36])[CH3:35])=[O:33])[CH:18]=[C:19]2[C:24]=1[O:23][C:22]([N:25]1[CH2:30][CH2:29][O:28][CH2:27][CH2:26]1)=[CH:21][C:20]2=[O:31])[CH3:14]. No catalyst specified. The product is [Cl:1][C:2]1[CH:3]=[C:4]([N:5]([CH3:6])[CH:13]([C:15]2[CH:16]=[C:17]([C:32]([N:34]([CH3:36])[CH3:35])=[O:33])[CH:18]=[C:19]3[C:24]=2[O:23][C:22]([N:25]2[CH2:30][CH2:29][O:28][CH2:27][CH2:26]2)=[CH:21][C:20]3=[O:31])[CH3:14])[CH:7]=[C:8]([F:10])[CH:9]=1. The yield is 0.250. (8) The reactants are Cl.[Si:2]([O:19][CH2:20][CH2:21]/[CH:22]=[CH:23]/[C@@H:24]([NH2:29])[CH2:25][CH:26]([CH3:28])[CH3:27])([C:15]([CH3:18])([CH3:17])[CH3:16])([C:9]1[CH:14]=[CH:13][CH:12]=[CH:11][CH:10]=1)[C:3]1[CH:8]=[CH:7][CH:6]=[CH:5][CH:4]=1.CCN(CC)CC.Cl[C:38]([O:40][CH2:41][C:42]1[CH:47]=[CH:46][CH:45]=[CH:44][CH:43]=1)=[O:39]. The catalyst is C1COCC1.C(Cl)Cl.O. The product is [Si:2]([O:19][CH2:20][CH2:21]/[CH:22]=[CH:23]/[C@@H:24]([NH:29][C:38](=[O:39])[O:40][CH2:41][C:42]1[CH:47]=[CH:46][CH:45]=[CH:44][CH:43]=1)[CH2:25][CH:26]([CH3:27])[CH3:28])([C:15]([CH3:17])([CH3:18])[CH3:16])([C:9]1[CH:10]=[CH:11][CH:12]=[CH:13][CH:14]=1)[C:3]1[CH:4]=[CH:5][CH:6]=[CH:7][CH:8]=1. The yield is 0.720. (9) The reactants are [CH2:1]([O:3][C:4]([C:6]1[C:11]([OH:12])=[CH:10][CH:9]=[CH:8][N:7]=1)=[O:5])[CH3:2].CCN(CC)CC.[O:20](S(C(F)(F)F)(=O)=O)[S:21]([C:24]([F:27])([F:26])[F:25])(=O)=[O:22].O. The catalyst is C(Cl)Cl. The product is [CH2:1]([O:3][C:4]([C:6]1[C:11]([O:12][S:21]([C:24]([F:27])([F:26])[F:25])(=[O:22])=[O:20])=[CH:10][CH:9]=[CH:8][N:7]=1)=[O:5])[CH3:2]. The yield is 0.745. (10) The reactants are [Cl:1][C:2]1[CH:7]=[C:6]([C:8]2[CH:13]=[N:12][CH:11]=[C:10]([CH3:14])[N:9]=2)[CH:5]=[CH:4][C:3]=1[C:15]1[C:27](=[O:28])[N:26]([CH2:29][CH2:30][CH:31]2[CH2:35][CH2:34][CH2:33][N:32]2C(OCC2C=CC=CC=2)=O)[C:18]2[N:19]=[C:20]([NH:23][CH2:24][CH3:25])[N:21]=[CH:22][C:17]=2[CH:16]=1.Cl. The catalyst is O1CCOCC1. The product is [Cl:1][C:2]1[CH:7]=[C:6]([C:8]2[CH:13]=[N:12][CH:11]=[C:10]([CH3:14])[N:9]=2)[CH:5]=[CH:4][C:3]=1[C:15]1[C:27](=[O:28])[N:26]([CH2:29][CH2:30][CH:31]2[CH2:35][CH2:34][CH2:33][NH:32]2)[C:18]2[N:19]=[C:20]([NH:23][CH2:24][CH3:25])[N:21]=[CH:22][C:17]=2[CH:16]=1. The yield is 0.113.